The task is: Predict the reactants needed to synthesize the given product.. This data is from Full USPTO retrosynthesis dataset with 1.9M reactions from patents (1976-2016). The reactants are: [N:1]1[CH:6]=[CH:5][CH:4]=[C:3]([NH:7][C:8]([NH2:10])=[S:9])[CH:2]=1.[O-]CC.[Na+].[C:15]([CH2:17][C:18](OCC)=[O:19])#[N:16]. Given the product [NH2:16][C:15]1[N:7]([C:3]2[CH:2]=[N:1][CH:6]=[CH:5][CH:4]=2)[C:8](=[S:9])[NH:10][C:18](=[O:19])[CH:17]=1, predict the reactants needed to synthesize it.